Binary Classification. Given a drug SMILES string, predict its activity (active/inactive) in a high-throughput screening assay against a specified biological target. From a dataset of M1 muscarinic receptor antagonist screen with 61,756 compounds. (1) The molecule is O(c1c(c2c(cc1)cccc2)/C=N\n1cnnc1)CCC. The result is 0 (inactive). (2) The drug is S(=O)(=O)(NCC(=O)Nc1cc(ccc1)C(OCC)=O)c1sccc1. The result is 0 (inactive). (3) The drug is S(=O)(=O)(Cc1nc(sc1)N)c1ccc(cc1)C. The result is 0 (inactive). (4) The molecule is O(C(=O)C1CN(CCC1)C1=C(Nc2cc(c(cc2)C)C)C(=O)C1=O)CC. The result is 0 (inactive). (5) The result is 0 (inactive). The compound is O=C(NCCNC(=O)C(CC)CC)C(CC)CC. (6) The molecule is Fc1ccc(N2CCN(CC2)C(=O)C2ON=C(C2)c2cc(OC)c(OC)c(OC)c2)cc1. The result is 0 (inactive).